This data is from Reaction yield outcomes from USPTO patents with 853,638 reactions. The task is: Predict the reaction yield, written as a fraction of the theoretical maximum amount of product (1.0 means a 100% yield; for example, 0.34 means a 34% yield). (1) The reactants are [CH3:1][C:2]1[CH:6]=[C:5]([C:7]2[CH:12]=[C:11]([O:13][C:14]3[CH:15]=[CH:16][C:17]([NH:20]C(=O)OC(C)(C)C)=[N:18][CH:19]=3)[CH:10]=[CH:9][N:8]=2)[O:4][N:3]=1.Cl. The catalyst is C1COCC1. The product is [CH3:1][C:2]1[CH:6]=[C:5]([C:7]2[CH:12]=[C:11]([O:13][C:14]3[CH:15]=[CH:16][C:17]([NH2:20])=[N:18][CH:19]=3)[CH:10]=[CH:9][N:8]=2)[O:4][N:3]=1. The yield is 1.06. (2) The reactants are [N:1]1[CH:6]=[CH:5][CH:4]=[C:3]([NH:7][C:8]([N:10]2[CH2:13][CH:12]([O:14][C:15]3[CH:20]=[CH:19][C:18](I)=[CH:17][N:16]=3)[CH2:11]2)=[O:9])[CH:2]=1.[OH:22][C:23]1[CH:24]=[C:25](B(O)O)[CH:26]=[CH:27][CH:28]=1. No catalyst specified. The product is [N:1]1[CH:6]=[CH:5][CH:4]=[C:3]([NH:7][C:8]([N:10]2[CH2:13][CH:12]([O:14][C:15]3[CH:20]=[CH:19][C:18]([C:27]4[CH:26]=[CH:25][CH:24]=[C:23]([OH:22])[CH:28]=4)=[CH:17][N:16]=3)[CH2:11]2)=[O:9])[CH:2]=1. The yield is 0.470. (3) The reactants are [Cl:1][C:2]1[CH:3]=[C:4]([C:14]2[NH:23][C:22](=[O:24])[C:21]3[C:16](=[CH:17][C:18]([O:27][CH3:28])=[CH:19][C:20]=3[O:25][CH3:26])[N:15]=2)[CH:5]=[C:6]([N:8]2[CH2:13][CH2:12][NH:11][CH2:10][CH2:9]2)[CH:7]=1.[CH3:29][C:30]([CH3:32])=O.C([O-])(=O)C.[Na+].C(O)(=O)C.C(O[BH-](OC(=O)C)OC(=O)C)(=O)C.[Na+]. The catalyst is ClCCCl.CO. The product is [Cl:1][C:2]1[CH:3]=[C:4]([C:14]2[NH:23][C:22](=[O:24])[C:21]3[C:16](=[CH:17][C:18]([O:27][CH3:28])=[CH:19][C:20]=3[O:25][CH3:26])[N:15]=2)[CH:5]=[C:6]([N:8]2[CH2:13][CH2:12][N:11]([CH:30]([CH3:32])[CH3:29])[CH2:10][CH2:9]2)[CH:7]=1. The yield is 0.180. (4) The product is [O:12]1[CH2:13][CH:14]=[C:9]([C:54]2[CH:61]=[CH:60][C:57]([NH:58][CH3:59])=[CH:56][CH:55]=2)[CH2:10][CH2:11]1. The yield is 0.760. The catalyst is C1(C)C=CC=CC=1.O.C1C=CC(/C=C/C(/C=C/C2C=CC=CC=2)=O)=CC=1.C1C=CC(/C=C/C(/C=C/C2C=CC=CC=2)=O)=CC=1.C1C=CC(/C=C/C(/C=C/C2C=CC=CC=2)=O)=CC=1.[Pd].[Pd]. The reactants are CC1(C)C(C)(C)OB([C:9]2[CH2:10][CH2:11][O:12][CH2:13][CH:14]=2)O1.COC1C=CC=C(OC)C=1C1C=CC=CC=1P(C1CCCCC1)C1CCCCC1.[O-]P([O-])([O-])=O.[K+].[K+].[K+].Br[C:54]1[CH:61]=[CH:60][C:57]([NH:58][CH3:59])=[CH:56][CH:55]=1. (5) The reactants are [Cl:1][C:2]1[CH:3]=[C:4]([O:9][C:10]2[CH:17]=[CH:16][C:13]([CH:14]=O)=[CH:12][CH:11]=2)[CH:5]=[CH:6][C:7]=1[CH3:8].[H-].[Na+].[CH2:20]1COCC1. The catalyst is [Br-].C[P+](C1C=CC=CC=1)(C1C=CC=CC=1)C1C=CC=CC=1. The product is [Cl:1][C:2]1[CH:3]=[C:4]([O:9][C:10]2[CH:17]=[CH:16][C:13]([CH:14]=[CH2:20])=[CH:12][CH:11]=2)[CH:5]=[CH:6][C:7]=1[CH3:8]. The yield is 0.513. (6) The reactants are O=C[C@@H]([C@H]([C@@H]([C@@H](CO)O)O)O)O.[OH-].[Na+].[C:15]([C:18]1[CH:19]=[C:20]2[CH:26]=[CH:25][O:24][C:21]2=[CH:22][N:23]=1)(=[O:17])[CH3:16]. No catalyst specified. The product is [OH:17][C@@H:15]([C:18]1[CH:19]=[C:20]2[CH:26]=[CH:25][O:24][C:21]2=[CH:22][N:23]=1)[CH3:16]. The yield is 0.810. (7) The reactants are Cl[C:2]1[S:3][C:4]2[CH:10]=[C:9]([O:11][CH3:12])[CH:8]=[CH:7][C:5]=2[N:6]=1.[NH2:13][C:14]1[CH:19]=[C:18]([Cl:20])[C:17]([OH:21])=[C:16]([Cl:22])[CH:15]=1.C([O-])([O-])=O.[K+].[K+]. The catalyst is CS(C)=O. The product is [Cl:20][C:18]1[CH:19]=[C:14]([NH2:13])[CH:15]=[C:16]([Cl:22])[C:17]=1[O:21][C:2]1[S:3][C:4]2[CH:10]=[C:9]([O:11][CH3:12])[CH:8]=[CH:7][C:5]=2[N:6]=1. The yield is 0.560. (8) The product is [NH:8]1[CH2:13][CH2:12][CH2:11][C@@H:10]([N:14]2[CH2:23][CH2:22][C:21]3[C:16](=[CH:17][CH:18]=[C:19]([C:24]4[CH:29]=[CH:28][C:27]([C:30]([N:32]5[CH2:33][CH2:34][CH2:35][CH2:36]5)=[O:31])=[CH:26][CH:25]=4)[CH:20]=3)[C:15]2=[O:37])[CH2:9]1. The reactants are C([N:8]1[CH2:13][CH2:12][CH2:11][C@@H:10]([N:14]2[CH2:23][CH2:22][C:21]3[C:16](=[CH:17][CH:18]=[C:19]([C:24]4[CH:29]=[CH:28][C:27]([C:30]([N:32]5[CH2:36][CH2:35][CH2:34][CH2:33]5)=[O:31])=[CH:26][CH:25]=4)[CH:20]=3)[C:15]2=[O:37])[CH2:9]1)C1C=CC=CC=1. The catalyst is CO. The yield is 0.830. (9) The reactants are [CH3:1][C:2]([C:12]1[CH:17]=[CH:16][N:15]2[C:18]([C:21]3[CH:26]=[CH:25][N:24]=[C:23]([C:27]([F:30])([F:29])[F:28])[N:22]=3)=[CH:19][N:20]=[C:14]2[N:13]=1)([O:4][Si](CC)(CC)CC)[CH3:3]. The catalyst is CCO.Cl. The product is [F:29][C:27]([F:28])([F:30])[C:23]1[N:22]=[C:21]([C:18]2[N:15]3[CH:16]=[CH:17][C:12]([C:2]([OH:4])([CH3:3])[CH3:1])=[N:13][C:14]3=[N:20][CH:19]=2)[CH:26]=[CH:25][N:24]=1. The yield is 0.600.